This data is from Full USPTO retrosynthesis dataset with 1.9M reactions from patents (1976-2016). The task is: Predict the reactants needed to synthesize the given product. (1) Given the product [C:11]1([CH3:21])[CH:12]=[CH:13][C:14]([C:17]2[O:18][CH:1]=[N:20][N:19]=2)=[CH:15][CH:16]=1, predict the reactants needed to synthesize it. The reactants are: [CH:1](OCC)(OCC)OCC.[C:11]1([CH3:21])[CH:16]=[CH:15][C:14]([C:17]([NH:19][NH2:20])=[O:18])=[CH:13][CH:12]=1. (2) Given the product [C:6]([N:8]1[C:12]2[CH:13]=[CH:14][C:15]([Br:21])=[C:16]([CH2:17][CH2:18][CH2:19][NH2:20])[C:11]=2[O:10][CH:9]1[CH2:22][CH3:23])(=[O:5])[CH3:25], predict the reactants needed to synthesize it. The reactants are: C([O:5][C:6]([N:8]1[C:12]2[CH:13]=[CH:14][C:15]([Br:21])=[C:16]([CH2:17][CH2:18][CH2:19][NH2:20])[C:11]=2[O:10][CH:9]1[CH2:22][CH3:23])=O)(C)(C)C.Cl.[CH2:25](Cl)Cl. (3) Given the product [CH3:25][C:26]([CH3:41])([C:30]([NH:32][CH2:33][C:34]([F:39])([F:40])[C:35]([F:36])([F:38])[F:37])=[O:31])[C:27]([NH:1][C@@H:2]1[C:8](=[O:9])[N:7]([CH2:10][CH:11]([OH:16])[C:12]([F:15])([F:13])[F:14])[C:6]2[CH:17]=[CH:18][CH:19]=[CH:20][C:5]=2[C:4]2[CH:21]=[CH:22][CH:23]=[CH:24][C:3]1=2)=[O:28], predict the reactants needed to synthesize it. The reactants are: [NH2:1][C@@H:2]1[C:8](=[O:9])[N:7]([CH2:10][CH:11]([OH:16])[C:12]([F:15])([F:14])[F:13])[C:6]2[CH:17]=[CH:18][CH:19]=[CH:20][C:5]=2[C:4]2[CH:21]=[CH:22][CH:23]=[CH:24][C:3]1=2.[CH3:25][C:26]([CH3:41])([C:30]([NH:32][CH2:33][C:34]([F:40])([F:39])[C:35]([F:38])([F:37])[F:36])=[O:31])[C:27](O)=[O:28]. (4) Given the product [NH:11]1[C:15]2[CH:16]=[CH:17][CH:18]=[CH:19][C:14]=2[N:13]=[C:12]1[C@H:8]([NH:9][C:10]([NH:32][C@H:30]([C:27]1[CH:28]=[CH:29][C:24]([Br:23])=[CH:25][CH:26]=1)[CH3:31])=[O:20])[CH2:7][C:6]1[CH:21]=[CH:22][C:3]([O:2][CH3:1])=[CH:4][CH:5]=1, predict the reactants needed to synthesize it. The reactants are: [CH3:1][O:2][C:3]1[CH:22]=[CH:21][C:6]([CH2:7][C@@H:8]2[C:12]3=[N:13][C:14]4[CH:19]=[CH:18][CH:17]=[CH:16][C:15]=4[N:11]3[C:10](=[O:20])[NH:9]2)=[CH:5][CH:4]=1.[Br:23][C:24]1[CH:29]=[CH:28][C:27]([C@@H:30]([NH2:32])[CH3:31])=[CH:26][CH:25]=1.C(O)(C(F)(F)F)=O. (5) The reactants are: [N:1]1([C:6]([C@H:8]2[CH2:13][CH2:12][C@H:11]([C:14]([O:16]C)=[O:15])[CH2:10][CH2:9]2)=[O:7])[CH2:5][CH2:4][CH2:3][CH2:2]1.[OH-].[Na+]. Given the product [N:1]1([C:6]([C@H:8]2[CH2:13][CH2:12][C@H:11]([C:14]([OH:16])=[O:15])[CH2:10][CH2:9]2)=[O:7])[CH2:2][CH2:3][CH2:4][CH2:5]1, predict the reactants needed to synthesize it. (6) Given the product [CH2:1]([O:3][C:4]([C:5]1[CH:6]=[C:7]([C:9]2[O:10][CH:11]=[CH:12][CH:13]=2)[N:28]([CH2:27][C:24]2[CH:23]=[C:22]([C:20]3[S:21][C:17]([Cl:16])=[CH:18][CH:19]=3)[O:26][N:25]=2)[N:29]=1)=[O:15])[CH3:2], predict the reactants needed to synthesize it. The reactants are: [CH2:1]([O:3][C:4](=[O:15])[C:5](=O)[CH2:6][C:7]([C:9]1[O:10][CH:11]=[CH:12][CH:13]=1)=O)[CH3:2].[Cl:16][C:17]1[S:21][C:20]([C:22]2[O:26][N:25]=[C:24]([CH2:27][NH:28][NH2:29])[CH:23]=2)=[CH:19][CH:18]=1. (7) Given the product [F:17][C:18]1[CH:30]=[CH:29][C:21]([O:22][CH2:23][CH2:24][N:25]2[CH2:26][CH2:27][N:11]3[C:12](=[O:13])[C:7]([N:5]4[CH:6]=[C:2]([CH3:1])[N:3]=[CH:4]4)=[CH:8][CH:9]=[C:10]3[C:14]2=[O:16])=[C:20]([C:31]([F:32])([F:33])[F:34])[CH:19]=1, predict the reactants needed to synthesize it. The reactants are: [CH3:1][C:2]1[N:3]=[CH:4][N:5]([C:7]2[C:12](=[O:13])[NH:11][C:10]([C:14]([OH:16])=O)=[CH:9][CH:8]=2)[CH:6]=1.[F:17][C:18]1[CH:30]=[CH:29][C:21]([O:22][CH2:23][CH2:24][NH:25][CH2:26][CH2:27]O)=[C:20]([C:31]([F:34])([F:33])[F:32])[CH:19]=1.C(N(CC)C(C)C)(C)C.CN(C(ON1N=NC2C=CC=NC1=2)=[N+](C)C)C.F[P-](F)(F)(F)(F)F.